The task is: Predict the product of the given reaction.. This data is from Forward reaction prediction with 1.9M reactions from USPTO patents (1976-2016). (1) Given the reactants [CH2:1](B(O)O)C.[CH3:6][C:7]1[N:12]=[C:11]([O:13][C:14]2[CH:15]=[C:16]([CH:20]=[C:21]3[CH2:26][CH2:25][CH:24]([NH2:27])[CH2:23][CH2:22]3)[CH:17]=[CH:18][CH:19]=2)[CH:10]=[CH:9][C:8]=1[C:28]([F:31])([F:30])[F:29], predict the reaction product. The product is: [CH2:6]([C:7]1[N:12]=[C:11]([O:13][C:14]2[CH:15]=[C:16]([CH:20]=[C:21]3[CH2:26][CH2:25][CH:24]([NH2:27])[CH2:23][CH2:22]3)[CH:17]=[CH:18][CH:19]=2)[CH:10]=[CH:9][C:8]=1[C:28]([F:31])([F:29])[F:30])[CH3:1]. (2) The product is: [NH2:1][C:2]1[C:11]([CH2:22][CH2:23][CH2:24][O:26][CH3:27])=[CH:10][C:5]([C:6]([O:8][CH3:9])=[O:7])=[C:4]([Cl:12])[C:3]=1[C:13]#[C:14][Si:15]([CH3:16])([CH3:18])[CH3:17]. Given the reactants [NH2:1][C:2]1[CH:11]=[CH:10][C:5]([C:6]([O:8][CH3:9])=[O:7])=[C:4]([Cl:12])[C:3]=1[C:13]#[C:14][Si:15]([CH3:18])([CH3:17])[CH3:16].NC1C(CCCOC)=C[C:23]([C:24]([O:26][CH3:27])=O)=[C:22](Cl)C=1I.NC1C=CC(C(OC)=O)=C(Cl)C=1I.NC1C(I)=CC(C(OC)=O)=C(Cl)C=1, predict the reaction product.